This data is from Merck oncology drug combination screen with 23,052 pairs across 39 cell lines. The task is: Regression. Given two drug SMILES strings and cell line genomic features, predict the synergy score measuring deviation from expected non-interaction effect. (1) Drug 1: CCC1=CC2CN(C1)Cc1c([nH]c3ccccc13)C(C(=O)OC)(c1cc3c(cc1OC)N(C)C1C(O)(C(=O)OC)C(OC(C)=O)C4(CC)C=CCN5CCC31C54)C2. Drug 2: CCc1cnn2c(NCc3ccc[n+]([O-])c3)cc(N3CCCCC3CCO)nc12. Cell line: A2058. Synergy scores: synergy=-16.0. (2) Drug 1: COC12C(COC(N)=O)C3=C(C(=O)C(C)=C(N)C3=O)N1CC1NC12. Drug 2: NC1(c2ccc(-c3nc4ccn5c(=O)[nH]nc5c4cc3-c3ccccc3)cc2)CCC1. Cell line: LNCAP. Synergy scores: synergy=13.6. (3) Drug 1: O=c1[nH]cc(F)c(=O)[nH]1. Drug 2: CC(C)CC(NC(=O)C(Cc1ccccc1)NC(=O)c1cnccn1)B(O)O. Cell line: A427. Synergy scores: synergy=-7.88.